From a dataset of hERG Central: cardiac toxicity at 1µM, 10µM, and general inhibition. Predict hERG channel inhibition at various concentrations. (1) The compound is c1ccc(Cn2c(CN3CCCC3)nc3ccccc32)cc1. Results: hERG_inhib (hERG inhibition (general)): blocker. (2) The compound is c1ccc(-c2oc3ncnc(NCCCN4CCOCC4)c3c2-c2ccccc2)cc1. Results: hERG_inhib (hERG inhibition (general)): blocker. (3) The molecule is CCOc1ccc(N/C(SCc2cccc([N+](=O)[O-])c2)=C(/C#N)C(N)=O)cc1. Results: hERG_inhib (hERG inhibition (general)): blocker. (4) The drug is CCCCCn1c(CCNC(=O)c2cccs2)nc2ccccc21. Results: hERG_inhib (hERG inhibition (general)): blocker.